Task: Predict the product of the given reaction.. Dataset: Forward reaction prediction with 1.9M reactions from USPTO patents (1976-2016) Given the reactants [Cl:1][C:2]1[N:3]=[C:4]([N:13]2[CH2:18][CH2:17][O:16][CH2:15][CH2:14]2)[C:5]2[O:10][C:9]([CH:11]=O)=[CH:8][C:6]=2[N:7]=1.[NH:19]1[CH2:24][CH2:23][CH:22]([C:25]([OH:28])([CH3:27])[CH3:26])[CH2:21][CH2:20]1.C(O[BH-](OC(=O)C)OC(=O)C)(=O)C.[Na+], predict the reaction product. The product is: [Cl:1][C:2]1[N:3]=[C:4]([N:13]2[CH2:14][CH2:15][O:16][CH2:17][CH2:18]2)[C:5]2[O:10][C:9]([CH2:11][N:19]3[CH2:24][CH2:23][CH:22]([C:25]([OH:28])([CH3:27])[CH3:26])[CH2:21][CH2:20]3)=[CH:8][C:6]=2[N:7]=1.